This data is from Full USPTO retrosynthesis dataset with 1.9M reactions from patents (1976-2016). The task is: Predict the reactants needed to synthesize the given product. (1) The reactants are: [CH2:1]([C:3]1[N:7]2[CH:8]=[CH:9][CH:10]=[C:11]([C:12]([F:15])([F:14])[F:13])[C:6]2=[N:5][C:4]=1[NH:16][C:17](=[O:23])[O:18][C:19]([CH3:22])([CH3:21])[CH3:20])[CH3:2].[H-].[Na+].[C:26]1([S:32](Cl)(=[O:34])=[O:33])[CH:31]=[CH:30][CH:29]=[CH:28][CH:27]=1. Given the product [C:19]([O:18][C:17]([N:16]([C:4]1[N:5]=[C:6]2[C:11]([C:12]([F:13])([F:14])[F:15])=[CH:10][CH:9]=[CH:8][N:7]2[C:3]=1[CH2:1][CH3:2])[S:32]([C:26]1[CH:31]=[CH:30][CH:29]=[CH:28][CH:27]=1)(=[O:34])=[O:33])=[O:23])([CH3:22])([CH3:21])[CH3:20], predict the reactants needed to synthesize it. (2) Given the product [ClH:1].[Cl:1][C:2]1[C:11]2[C:6](=[CH:7][C:8]([S:12]([NH:15][C@@H:16]3[CH2:21][CH2:20][C@H:19]([C:22]([OH:24])=[O:23])[CH2:18][CH2:17]3)(=[O:13])=[O:14])=[CH:9][CH:10]=2)[C:5]([NH:29][C:30]([NH2:32])=[NH:31])=[N:4][CH:3]=1, predict the reactants needed to synthesize it. The reactants are: [Cl:1][C:2]1[C:11]2[C:6](=[CH:7][C:8]([S:12]([NH:15][C@@H:16]3[CH2:21][CH2:20][C@H:19]([C:22]([O:24]C(C)(C)C)=[O:23])[CH2:18][CH2:17]3)(=[O:14])=[O:13])=[CH:9][CH:10]=2)[C:5]([NH:29][C:30]([NH2:32])=[NH:31])=[N:4][CH:3]=1.Cl.